Dataset: Catalyst prediction with 721,799 reactions and 888 catalyst types from USPTO. Task: Predict which catalyst facilitates the given reaction. (1) Reactant: [O:1]1[C:5]([C:6]2[CH:11]=[CH:10][C:9]([NH:12][NH2:13])=[CH:8][CH:7]=2)=[CH:4][N:3]=[CH:2]1.[OH:14][C:15]1[CH:16]=[C:17]([CH:20]=[CH:21][C:22]=1[O:23][CH3:24])[CH:18]=O. Product: [O:1]1[C:5]([C:6]2[CH:7]=[CH:8][C:9]([NH:12][N:13]=[CH:18][C:17]3[CH:20]=[CH:21][C:22]([O:23][CH3:24])=[C:15]([OH:14])[CH:16]=3)=[CH:10][CH:11]=2)=[CH:4][N:3]=[CH:2]1. The catalyst class is: 8. (2) Reactant: [OH:1][C:2]1[CH:3]=[C:4]([CH2:8][NH:9][C:10](=[O:18])[C:11]2[CH:16]=[CH:15][CH:14]=[N:13][C:12]=2[NH2:17])[CH:5]=[CH:6][CH:7]=1.I[CH2:20][CH2:21][CH2:22][CH2:23][CH3:24].C(=O)([O-])[O-].[Cs+].[Cs+].CN(C=O)C. The catalyst class is: 6. Product: [CH2:20]([O:1][C:2]1[CH:3]=[C:4]([CH2:8][NH:9][C:10](=[O:18])[C:11]2[CH:16]=[CH:15][CH:14]=[N:13][C:12]=2[NH2:17])[CH:5]=[CH:6][CH:7]=1)[CH2:21][CH2:22][CH2:23][CH3:24]. (3) Reactant: [Cl:1][C:2]1[CH:7]=[CH:6][C:5]([O:8][CH3:9])=[CH:4][C:3]=1I.CCN(CC)CC.[CH3:18][O:19][C:20](=[O:46])[C@@H:21]([NH:31][C:32]([C:34]1[C:35]([CH3:45])=[N:36][C:37]([NH:41][CH2:42][C:43]#[CH:44])=[N:38][C:39]=1[CH3:40])=[O:33])[CH2:22][NH:23][C:24]([C:26]1[S:27][CH:28]=[CH:29][CH:30]=1)=[O:25]. Product: [CH3:18][O:19][C:20](=[O:46])[C@@H:21]([NH:31][C:32]([C:34]1[C:39]([CH3:40])=[N:38][C:37]([NH:41][CH2:42][C:43]#[C:44][C:3]2[CH:4]=[C:5]([O:8][CH3:9])[CH:6]=[CH:7][C:2]=2[Cl:1])=[N:36][C:35]=1[CH3:45])=[O:33])[CH2:22][NH:23][C:24]([C:26]1[S:27][CH:28]=[CH:29][CH:30]=1)=[O:25]. The catalyst class is: 538. (4) Reactant: [CH3:1][O:2][C:3]1[CH:4]=[CH:5][C:6]([NH:9][C:10](=[O:16])[O:11][C:12]([CH3:15])([CH3:14])[CH3:13])=[N:7][CH:8]=1.[H-].[Na+].Br[CH2:20][CH2:21][CH2:22][O:23][C:24]1[CH:46]=[CH:45][C:27]([CH2:28][C@@H:29]([C:41]([O:43][CH3:44])=[O:42])[NH:30][C:31](=[O:40])[C:32]2[C:37]([Cl:38])=[CH:36][CH:35]=[CH:34][C:33]=2[Cl:39])=[CH:26][CH:25]=1. Product: [C:12]([O:11][C:10]([N:9]([C:6]1[CH:5]=[CH:4][C:3]([O:2][CH3:1])=[CH:8][N:7]=1)[CH2:20][CH2:21][CH2:22][O:23][C:24]1[CH:25]=[CH:26][C:27]([CH2:28][C@@H:29]([C:41]([O:43][CH3:44])=[O:42])[NH:30][C:31]([C:32]2[C:33]([Cl:39])=[CH:34][CH:35]=[CH:36][C:37]=2[Cl:38])=[O:40])=[CH:45][CH:46]=1)=[O:16])([CH3:13])([CH3:15])[CH3:14]. The catalyst class is: 3. (5) Reactant: [CH:1]1([NH:5][S:6]([C:9]2[CH:14]=[CH:13][C:12]([N+:15]([O-])=O)=[CH:11][CH:10]=2)(=[O:8])=[O:7])[CH2:4][CH2:3][CH2:2]1.[Cl-].[NH4+]. Product: [NH2:15][C:12]1[CH:13]=[CH:14][C:9]([S:6]([NH:5][CH:1]2[CH2:4][CH2:3][CH2:2]2)(=[O:8])=[O:7])=[CH:10][CH:11]=1. The catalyst class is: 693. (6) Reactant: Cl.[OH:2][C@@H:3]1[CH2:7][CH2:6][NH:5][CH2:4]1.[CH2:8]([O:10][C:11]([N:13]=[C:14]=[S:15])=[O:12])[CH3:9]. Product: [CH2:8]([O:10][C:11](=[O:12])[NH:13][C:14]([N:5]1[CH2:6][CH2:7][C@@H:3]([OH:2])[CH2:4]1)=[S:15])[CH3:9]. The catalyst class is: 7. (7) Product: [CH3:3][N:4]([CH2:1][N:6]1[C:14]2[C:9](=[CH:10][CH:11]=[CH:12][CH:13]=2)[CH:8]=[CH:7]1)[CH3:5]. The catalyst class is: 4. Reactant: [CH2:1]=O.[CH3:3][NH:4][CH3:5].[NH:6]1[C:14]2[C:9](=[CH:10][CH:11]=[CH:12][CH:13]=2)[CH:8]=[CH:7]1. (8) Reactant: [N:1]1[CH:2]=[C:3]([C:19]2[CH:24]=[CH:23][C:22]([C:25]3([NH:29][C:30](=[O:36])[O:31][C:32]([CH3:35])([CH3:34])[CH3:33])[CH2:28][CH2:27][CH2:26]3)=[CH:21][CH:20]=2)[N:4]2[C:10]=1[C:9]1[CH:11]=[CH:12][CH:13]=[CH:14][C:8]=1[NH:7][C:6]1[N:15]=[CH:16][CH:17]=[CH:18][C:5]2=1.[Cl:37]N1C(=O)CCC1=O. Product: [Cl:37][C:2]1[N:1]=[C:10]2[C:9]3[CH:11]=[CH:12][CH:13]=[CH:14][C:8]=3[NH:7][C:6]3[N:15]=[CH:16][CH:17]=[CH:18][C:5]=3[N:4]2[C:3]=1[C:19]1[CH:24]=[CH:23][C:22]([C:25]2([NH:29][C:30](=[O:36])[O:31][C:32]([CH3:33])([CH3:35])[CH3:34])[CH2:26][CH2:27][CH2:28]2)=[CH:21][CH:20]=1. The catalyst class is: 22. (9) Reactant: [OH:1][CH:2]([CH3:12])[CH2:3][NH:4][C:5](=[O:11])[C:6]([O:8][CH2:9][CH3:10])=[O:7].CC(OI1(OC(C)=O)(OC(C)=O)OC(=O)C2C=CC=CC1=2)=O. Product: [CH2:3]([NH:4][C:5](=[O:11])[C:6]([O:8][CH2:9][CH3:10])=[O:7])[C:2]([CH3:12])=[O:1]. The catalyst class is: 34.